Predict the product of the given reaction. From a dataset of Forward reaction prediction with 1.9M reactions from USPTO patents (1976-2016). (1) Given the reactants [F:1][C:2]([F:26])([F:25])[C:3]1[CH:4]=[C:5]([NH:13][C:14](=[O:24])[C:15]2[CH:20]=[C:19]([C:21]#[N:22])C=[CH:17][C:16]=2O)[CH:6]=[C:7]([C:9]([F:12])([F:11])[F:10])[CH:8]=1.[OH-:27].[Na+].OO.[CH3:31][OH:32].C(Cl)(Cl)Cl, predict the reaction product. The product is: [F:1][C:2]([F:25])([F:26])[C:3]1[CH:4]=[C:5]([NH:13][C:14](=[O:24])[C:15]2[CH:16]=[CH:17][C:31]([OH:32])=[C:19]([C:21]([NH2:22])=[O:27])[CH:20]=2)[CH:6]=[C:7]([C:9]([F:12])([F:11])[F:10])[CH:8]=1. (2) Given the reactants [Br:1][C:2]1[CH:3]=[CH:4][C:5]([I:11])=[C:6]([CH:10]=1)[C:7]([OH:9])=[O:8].S(=O)(=O)(O)O.[CH3:17]O, predict the reaction product. The product is: [Br:1][C:2]1[CH:3]=[CH:4][C:5]([I:11])=[C:6]([CH:10]=1)[C:7]([O:9][CH3:17])=[O:8].